Task: Predict the reaction yield, written as a fraction of the theoretical maximum amount of product (1.0 means a 100% yield; for example, 0.34 means a 34% yield).. Dataset: Reaction yield outcomes from USPTO patents with 853,638 reactions (1) The reactants are [Cl:1][C:2]1[C:3]([F:17])=[C:4]([CH:6]=[CH:7][C:8]=1[O:9][C:10]1[CH:15]=[CH:14][N:13]=[C:12](Cl)[CH:11]=1)[NH2:5].[CH3:18][N:19]1[CH:23]=[C:22](B2OC(C)(C)C(C)(C)O2)[CH:21]=[N:20]1.[O-]P([O-])([O-])=O.[K+].[K+].[K+]. The catalyst is CN(C=O)C.O.C1C=CC([P]([Pd]([P](C2C=CC=CC=2)(C2C=CC=CC=2)C2C=CC=CC=2)([P](C2C=CC=CC=2)(C2C=CC=CC=2)C2C=CC=CC=2)[P](C2C=CC=CC=2)(C2C=CC=CC=2)C2C=CC=CC=2)(C2C=CC=CC=2)C2C=CC=CC=2)=CC=1. The product is [Cl:1][C:2]1[C:3]([F:17])=[C:4]([CH:6]=[CH:7][C:8]=1[O:9][C:10]1[CH:15]=[CH:14][N:13]=[C:12]([C:22]2[CH:21]=[N:20][N:19]([CH3:18])[CH:23]=2)[CH:11]=1)[NH2:5]. The yield is 0.260. (2) The reactants are [CH:1]1([CH2:4][NH:5][N:6]2[C:15]3[C:10](=[CH:11][CH:12]=[CH:13][CH:14]=3)[C:9]([OH:16])=[CH:8][C:7]2=[O:17])[CH2:3][CH2:2]1.N1C=CC=CC=1.S(OC)(O[C:28](SC)([S:31][CH3:32])[S:29][CH3:30])(=O)=O. The catalyst is O1CCOCC1. The product is [CH3:30][S:29][C:28]([S:31][CH3:32])=[C:8]1[C:9](=[O:16])[C:10]2[C:15](=[CH:14][CH:13]=[CH:12][CH:11]=2)[N:6]([NH:5][CH2:4][CH:1]2[CH2:2][CH2:3]2)[C:7]1=[O:17]. The yield is 0.600.